Dataset: Reaction yield outcomes from USPTO patents with 853,638 reactions. Task: Predict the reaction yield, written as a fraction of the theoretical maximum amount of product (1.0 means a 100% yield; for example, 0.34 means a 34% yield). (1) The yield is 0.620. The product is [C:1]([C:5]1[CH:11]=[CH:10][C:9]([N+:12]([O-:14])=[O:13])=[CH:8][C:6]=1[OH:16])([CH3:4])([CH3:3])[CH3:2]. The catalyst is OS(O)(=O)=O.O. The reactants are [C:1]([C:5]1[CH:11]=[CH:10][C:9]([N+:12]([O-:14])=[O:13])=[CH:8][C:6]=1N)([CH3:4])([CH3:3])[CH3:2].N([O-])=[O:16].[Na+].NC(N)=O.OS(O)(=O)=O.O. (2) The reactants are [S:1]1[CH:5]=[CH:4][N:3]=[C:2]1[C:6]1[NH:7][C:8]2[C:13]([CH:14]=1)=[CH:12][CH:11]=[CH:10][C:9]=2[NH2:15].[O:16]=[C:17]([C:23]1[S:24][CH:25]=[CH:26][CH:27]=1)[CH2:18][CH2:19][C:20](O)=[O:21].N1(O)C2C=CC=CC=2N=N1.Cl.CN(C)CCCN=C=NCC. The catalyst is O.CN(C)C=O. The product is [O:16]=[C:17]([C:23]1[S:24][CH:25]=[CH:26][CH:27]=1)[CH2:18][CH2:19][C:20]([NH:15][C:9]1[CH:10]=[CH:11][CH:12]=[C:13]2[C:8]=1[NH:7][C:6]([C:2]1[S:1][CH:5]=[CH:4][N:3]=1)=[CH:14]2)=[O:21]. The yield is 0.690. (3) The reactants are [CH:1]1([C:4]([NH:6][C:7]2[N:8]=[C:9]3[CH:14]=[CH:13][C:12]([S:15][C:16]4[CH:24]=[CH:23][CH:22]=[CH:21][C:17]=4[C:18](O)=[O:19])=[N:11][N:10]3[CH:25]=2)=[O:5])[CH2:3][CH2:2]1.[F:26][C:27]([F:36])([F:35])[C:28]1[CH:29]=[C:30]([CH:32]=[CH:33][CH:34]=1)[NH2:31].F[P-](F)(F)(F)(F)F.N1(OC(N(C)C)=[N+](C)C)C2N=CC=CC=2N=N1.C(N(CC)C(C)C)(C)C. The catalyst is CN(C)C=O. The product is [CH:1]1([C:4]([NH:6][C:7]2[N:8]=[C:9]3[CH:14]=[CH:13][C:12]([S:15][C:16]4[CH:24]=[CH:23][CH:22]=[CH:21][C:17]=4[C:18]([NH:31][C:30]4[CH:32]=[CH:33][CH:34]=[C:28]([C:27]([F:26])([F:35])[F:36])[CH:29]=4)=[O:19])=[N:11][N:10]3[CH:25]=2)=[O:5])[CH2:2][CH2:3]1. The yield is 0.990. (4) The reactants are [C:1](O)(=[O:7])[CH2:2][CH2:3][CH2:4][C:5]#[CH:6].C(N(CC)CC)C.CC(C)(C)C(Cl)=O.[Cl-].[Li+].[C:25]1([C@H:31]2[CH2:35][O:34][C:33](=[O:36])[NH:32]2)[CH:30]=[CH:29][CH:28]=[CH:27][CH:26]=1. The catalyst is O1CCCC1. The product is [C:1]([N:32]1[C@@H:31]([C:25]2[CH:26]=[CH:27][CH:28]=[CH:29][CH:30]=2)[CH2:35][O:34][C:33]1=[O:36])(=[O:7])[CH2:2][CH2:3][CH2:4][C:5]#[CH:6]. The yield is 0.854. (5) The yield is 0.990. The catalyst is C1(C)C=CC=CC=1. The product is [CH2:16]([C:14]1[S:15][C:9]2[N:8]([CH2:18][C:19]3[CH:20]=[CH:21][C:22]([C:25]4[CH:30]=[CH:29][CH:28]=[CH:27][C:26]=4[C:31]4[N:35]([CH2:36][O:37][CH2:38][CH2:39][O:40][CH3:41])[C:34](=[O:42])[O:33][N:32]=4)=[CH:23][CH:24]=3)[C:7](=[O:43])[NH:6][C:11](=[O:12])[C:10]=2[CH:13]=1)[CH3:17]. The reactants are COC1C=C(OC)C=CC=1C[N:6]1[C:11](=[O:12])[C:10]2[CH:13]=[C:14]([CH2:16][CH3:17])[S:15][C:9]=2[N:8]([CH2:18][C:19]2[CH:24]=[CH:23][C:22]([C:25]3[CH:30]=[CH:29][CH:28]=[CH:27][C:26]=3[C:31]3[N:35]([CH2:36][O:37][CH2:38][CH2:39][O:40][CH3:41])[C:34](=[O:42])[O:33][N:32]=3)=[CH:21][CH:20]=2)[C:7]1=[O:43].FC(F)(F)C(O)=O. (6) The reactants are C(OC([NH:8][CH2:9][CH2:10][N:11]1[CH2:16][CH2:15][N:14]([C:17]2[CH:22]=[CH:21][C:20]([NH:23][C:24]3[N:29]=[CH:28][C:27]([CH2:30][C:31]([NH2:33])=[O:32])=[C:26]([NH:34][CH2:35][C:36]4[CH:41]=[C:40]([F:42])[CH:39]=[C:38]([F:43])[CH:37]=4)[CH:25]=3)=[CH:19][CH:18]=2)[CH2:13][CH2:12]1)=O)(C)(C)C.Cl.C(OCC)(=O)C. The catalyst is C(Cl)(Cl)Cl. The product is [NH2:8][CH2:9][CH2:10][N:11]1[CH2:16][CH2:15][N:14]([C:17]2[CH:22]=[CH:21][C:20]([NH:23][C:24]3[N:29]=[CH:28][C:27]([CH2:30][C:31]([NH2:33])=[O:32])=[C:26]([NH:34][CH2:35][C:36]4[CH:41]=[C:40]([F:42])[CH:39]=[C:38]([F:43])[CH:37]=4)[CH:25]=3)=[CH:19][CH:18]=2)[CH2:13][CH2:12]1. The yield is 0.950. (7) The reactants are [NH2:1][C@@H:2]([C:12]1[CH:13]=[C:14]([CH:18]=[C:19]([C:21]([F:24])([F:23])[F:22])[CH:20]=1)[C:15]([OH:17])=[O:16])[CH2:3][O:4][Si](C(C)(C)C)(C)C.[OH-].[Na+].[C:27]([O:31][C:32](O[C:32]([O:31][C:27]([CH3:30])([CH3:29])[CH3:28])=[O:33])=[O:33])([CH3:30])([CH3:29])[CH3:28]. The product is [C:27]([O:31][C:32]([NH:1][C@@H:2]([C:12]1[CH:13]=[C:14]([CH:18]=[C:19]([C:21]([F:22])([F:23])[F:24])[CH:20]=1)[C:15]([OH:17])=[O:16])[CH2:3][OH:4])=[O:33])([CH3:30])([CH3:29])[CH3:28]. The yield is 0.440. No catalyst specified. (8) The reactants are [Cl:1][C:2]1[C:11]([CH:12]([NH:16][C:17](=[O:26])[O:18][CH2:19][C:20]2[CH:25]=[CH:24][CH:23]=[CH:22][CH:21]=2)[CH2:13][CH:14]=[CH2:15])=[CH:10][C:9]2[C:4](=[CH:5][C:6]([F:27])=[CH:7][CH:8]=2)[N:3]=1.[H-].[Na+].[CH2:30](Br)[CH:31]=[CH2:32]. The catalyst is CN(C=O)C. The product is [CH2:32]([N:16]([CH:12]([C:11]1[C:2]([Cl:1])=[N:3][C:4]2[C:9]([CH:10]=1)=[CH:8][CH:7]=[C:6]([F:27])[CH:5]=2)[CH2:13][CH:14]=[CH2:15])[C:17](=[O:26])[O:18][CH2:19][C:20]1[CH:25]=[CH:24][CH:23]=[CH:22][CH:21]=1)[CH:31]=[CH2:30]. The yield is 0.980. (9) The reactants are Br[C:2]1[CH:3]=[CH:4][C:5]2[O:11][CH2:10][CH2:9][N:8]3[CH:12]=[C:13]([C:15]4[N:19]([CH:20]([CH3:22])[CH3:21])[N:18]=[CH:17][N:16]=4)[N:14]=[C:7]3[C:6]=2[CH:23]=1.[Cl:24][C:25]1[CH:30]=[CH:29][C:28](B(O)O)=[CH:27][CH:26]=1.C([O-])([O-])=O.[Cs+].[Cs+].O. The catalyst is O1CCOCC1.C1C=CC(P(C2C=CC=CC=2)[C-]2C=CC=C2)=CC=1.C1C=CC(P(C2C=CC=CC=2)[C-]2C=CC=C2)=CC=1.Cl[Pd]Cl.[Fe+2]. The product is [Cl:24][C:25]1[CH:30]=[CH:29][C:28]([C:2]2[CH:3]=[CH:4][C:5]3[O:11][CH2:10][CH2:9][N:8]4[CH:12]=[C:13]([C:15]5[N:19]([CH:20]([CH3:21])[CH3:22])[N:18]=[CH:17][N:16]=5)[N:14]=[C:7]4[C:6]=3[CH:23]=2)=[CH:27][CH:26]=1. The yield is 0.100.